From a dataset of Full USPTO retrosynthesis dataset with 1.9M reactions from patents (1976-2016). Predict the reactants needed to synthesize the given product. (1) Given the product [C:1]1([C:7]2[CH:16]=[CH:15][CH:14]=[C:13]3[C:8]=2[C:9]([NH:31][CH2:32][C:33]2[CH:38]=[CH:37][CH:36]=[CH:35][N:34]=2)=[N:10][C:11]([C:17]2[CH:18]=[C:19]([S:23]([NH:26][P:27](=[O:28])([O-:29])[O-:30])(=[O:24])=[O:25])[CH:20]=[N:21][CH:22]=2)=[N:12]3)[CH:2]=[CH:3][CH:4]=[CH:5][CH:6]=1.[K+:40].[K+:40].[K+:40], predict the reactants needed to synthesize it. The reactants are: [C:1]1([C:7]2[CH:16]=[CH:15][CH:14]=[C:13]3[C:8]=2[C:9]([NH:31][CH2:32][C:33]2[CH:38]=[CH:37][CH:36]=[CH:35][N:34]=2)=[N:10][C:11]([C:17]2[CH:18]=[C:19]([S:23]([NH:26][P:27](=[O:30])([OH:29])[OH:28])(=[O:25])=[O:24])[CH:20]=[N:21][CH:22]=2)=[N:12]3)[CH:6]=[CH:5][CH:4]=[CH:3][CH:2]=1.[OH-].[K+:40]. (2) The reactants are: [S:1]1[C:5]2[NH:6][C:7]([C:9]([O:11][CH2:12][CH3:13])=[O:10])=[CH:8][C:4]=2[CH:3]=[CH:2]1.[Cl:14]N1C(=O)CCC1=O.BrC1C2C=CSC=2NC=1C(OCC)=O. Given the product [Cl:14][C:8]1[C:4]2[CH:3]=[CH:2][S:1][C:5]=2[NH:6][C:7]=1[C:9]([O:11][CH2:12][CH3:13])=[O:10], predict the reactants needed to synthesize it.